From a dataset of Forward reaction prediction with 1.9M reactions from USPTO patents (1976-2016). Predict the product of the given reaction. (1) Given the reactants C([O:8][C:9](=[O:42])[CH2:10][C@@H:11]([C:23]1[CH:27]=[CH:26][N:25]([C:28]2[CH:33]=[CH:32][C:31]([C:34]3[CH:39]=[CH:38][C:37]([C:40]#[N:41])=[CH:36][CH:35]=3)=[CH:30][CH:29]=2)[CH:24]=1)[C:12]([NH:14][C@H:15]1[C:19]([CH3:21])([CH3:20])[CH2:18][O:17][C:16]1=[O:22])=[O:13])C1C=CC=CC=1, predict the reaction product. The product is: [C:40]([C:37]1[CH:38]=[CH:39][C:34]([C:31]2[CH:30]=[CH:29][C:28]([N:25]3[CH:26]=[CH:27][C:23]([C@@H:11]([C:12]([NH:14][C@H:15]4[C:19]([CH3:20])([CH3:21])[CH2:18][O:17][C:16]4=[O:22])=[O:13])[CH2:10][C:9]([OH:42])=[O:8])=[CH:24]3)=[CH:33][CH:32]=2)=[CH:35][CH:36]=1)#[N:41]. (2) Given the reactants Cl[C:2]1[N:11]=[CH:10][C:9]([CH3:12])=[CH:8][C:3]=1[C:4]([O:6][CH3:7])=[O:5].[Li+].[Cl-].C([Sn](CCCC)(CCCC)[C:20]1[N:25]=[CH:24][CH:23]=[CH:22][N:21]=1)CCC, predict the reaction product. The product is: [CH3:12][C:9]1[CH:10]=[N:11][C:2]([C:20]2[N:25]=[CH:24][CH:23]=[CH:22][N:21]=2)=[C:3]([CH:8]=1)[C:4]([O:6][CH3:7])=[O:5]. (3) The product is: [F:1][C:2]1[CH:7]=[CH:6][C:5]([C:8]([C:14]2[CH:15]=[N:16][C:17]([N:20]3[CH2:25][CH2:24][N:23]([C:26]([O:28][C:29]([CH3:32])([CH3:31])[CH3:30])=[O:27])[CH2:22][CH2:21]3)=[N:18][CH:19]=2)([CH3:13])[CH2:9][OH:10])=[CH:4][CH:3]=1. Given the reactants [F:1][C:2]1[CH:7]=[CH:6][C:5]([C:8]([C:14]2[CH:15]=[N:16][C:17]([N:20]3[CH2:25][CH2:24][N:23]([C:26]([O:28][C:29]([CH3:32])([CH3:31])[CH3:30])=[O:27])[CH2:22][CH2:21]3)=[N:18][CH:19]=2)([CH3:13])[C:9](OC)=[O:10])=[CH:4][CH:3]=1.[Li+].[BH4-], predict the reaction product. (4) Given the reactants [Cl:1][C:2]1[N:3]=[CH:4][C:5]2[S:10][CH:9]=[C:8]([C:11](Cl)=[O:12])[C:6]=2[N:7]=1.[NH2:14][C:15]1[CH:22]=[CH:21][C:18]([C:19]#[N:20])=[C:17]([CH3:23])[N:16]=1.N1C=CC=CC=1, predict the reaction product. The product is: [Cl:1][C:2]1[N:3]=[CH:4][C:5]2[S:10][CH:9]=[C:8]([C:11]([NH:14][C:15]3[CH:22]=[CH:21][C:18]([C:19]#[N:20])=[C:17]([CH3:23])[N:16]=3)=[O:12])[C:6]=2[N:7]=1.